From a dataset of Reaction yield outcomes from USPTO patents with 853,638 reactions. Predict the reaction yield, written as a fraction of the theoretical maximum amount of product (1.0 means a 100% yield; for example, 0.34 means a 34% yield). (1) The reactants are Br[C:2]1[CH:7]=[CH:6][C:5]([C:8]([F:11])([F:10])[F:9])=[CH:4][CH:3]=1.[CH2:12]([OH:15])[C:13]#[CH:14].C(N(CC)CC)C. The catalyst is C1(C)C=CC=CC=1.Cl[Pd](Cl)([P](C1C=CC=CC=1)(C1C=CC=CC=1)C1C=CC=CC=1)[P](C1C=CC=CC=1)(C1C=CC=CC=1)C1C=CC=CC=1.C1(P(C2C=CC=CC=2)C2C=CC=CC=2)C=CC=CC=1. The product is [F:9][C:8]([F:11])([F:10])[C:5]1[CH:6]=[CH:7][C:2]([C:14]#[C:13][CH2:12][OH:15])=[CH:3][CH:4]=1. The yield is 0.600. (2) The reactants are [CH3:1][C@@H:2]1[NH:7][CH2:6][CH2:5][N:4]([C:8]([O:10][C:11]([CH3:14])([CH3:13])[CH3:12])=[O:9])[CH2:3]1.Br[C:16]1[CH:17]=[CH:18][C:19]([N+:22]([O-:24])=[O:23])=[N:20][CH:21]=1. No catalyst specified. The product is [CH3:1][C@@H:2]1[N:7]([C:16]2[CH:21]=[N:20][C:19]([N+:22]([O-:24])=[O:23])=[CH:18][CH:17]=2)[CH2:6][CH2:5][N:4]([C:8]([O:10][C:11]([CH3:13])([CH3:12])[CH3:14])=[O:9])[CH2:3]1. The yield is 0.500.